Dataset: Full USPTO retrosynthesis dataset with 1.9M reactions from patents (1976-2016). Task: Predict the reactants needed to synthesize the given product. (1) Given the product [C:1]([O:4][C:5]1[CH:10]=[CH:9][C:8](/[CH:11]=[CH:12]/[C:13]([NH:15][C:16]2[CH:28]=[C:27]([O:29][C:30]3[CH:35]=[CH:34][CH:33]=[CH:32][CH:31]=3)[CH:26]=[CH:25][C:17]=2[C:18]([OH:20])=[O:19])=[O:14])=[CH:7][CH:6]=1)(=[O:3])[CH3:2], predict the reactants needed to synthesize it. The reactants are: [C:1]([O:4][C:5]1[CH:10]=[CH:9][C:8](/[CH:11]=[CH:12]/[C:13]([NH:15][C:16]2[CH:28]=[C:27]([O:29][C:30]3[CH:35]=[CH:34][CH:33]=[CH:32][CH:31]=3)[CH:26]=[CH:25][C:17]=2[C:18]([O:20]C(C)(C)C)=[O:19])=[O:14])=[CH:7][CH:6]=1)(=[O:3])[CH3:2]. (2) Given the product [CH3:1][O:2][C:3](=[O:17])[CH:4]([Br:18])[O:5][C:6]1[CH:7]=[C:8]2[C:13](=[CH:14][CH:15]=1)[N:12]=[CH:11][C:10]([Br:16])=[CH:9]2, predict the reactants needed to synthesize it. The reactants are: [CH3:1][O:2][C:3](=[O:17])[CH2:4][O:5][C:6]1[CH:7]=[C:8]2[C:13](=[CH:14][CH:15]=1)[N:12]=[CH:11][C:10]([Br:16])=[CH:9]2.[Br:18]N1C(=O)CCC1=O. (3) The reactants are: [C:1]1([C@H:7]([NH:9][C:10]2[C:11]3[C:18]4[CH2:19][CH2:20][N:21](C(OC(C)(C)C)=O)[CH2:22][C:17]=4[S:16][C:12]=3[N:13]=[CH:14][N:15]=2)[CH3:8])[CH:6]=[CH:5][CH:4]=[CH:3][CH:2]=1.Cl.O1CCOCC1. Given the product [C:1]1([C@H:7]([NH:9][C:10]2[C:11]3[C:18]4[CH2:19][CH2:20][NH:21][CH2:22][C:17]=4[S:16][C:12]=3[N:13]=[CH:14][N:15]=2)[CH3:8])[CH:6]=[CH:5][CH:4]=[CH:3][CH:2]=1, predict the reactants needed to synthesize it. (4) Given the product [P:46]([OH:50])([OH:49])([OH:48])=[O:47].[CH2:44]([N:7]([CH2:5][CH3:6])[CH2:8][CH2:9][CH2:10][NH:11][C:12]1[N:13]=[C:14]([C:31]2[CH:32]=[C:33]([CH:40]=[CH:41][C:42]=2[CH3:43])[C:34]([NH:36][CH2:37][CH2:38][CH3:39])=[O:35])[C:15]2[CH2:20][NH:19][C:18](=[O:21])[N:17]([C:22]3[C:23]([F:29])=[CH:24][CH:25]=[CH:26][C:27]=3[F:28])[C:16]=2[N:30]=1)[CH3:45], predict the reactants needed to synthesize it. The reactants are: CC(C)=O.[CH2:5]([N:7]([CH2:44][CH3:45])[CH2:8][CH2:9][CH2:10][NH:11][C:12]1[N:13]=[C:14]([C:31]2[CH:32]=[C:33]([CH:40]=[CH:41][C:42]=2[CH3:43])[C:34]([NH:36][CH2:37][CH2:38][CH3:39])=[O:35])[C:15]2[CH2:20][NH:19][C:18](=[O:21])[N:17]([C:22]3[C:27]([F:28])=[CH:26][CH:25]=[CH:24][C:23]=3[F:29])[C:16]=2[N:30]=1)[CH3:6].[P:46](=[O:50])([OH:49])([OH:48])[OH:47]. (5) Given the product [F:1][C:2]([F:7])([F:6])[C:3]([OH:5])=[O:4].[F:8][C:9]([F:14])([F:13])[C:10]([OH:12])=[O:11].[Cl:15][C:16]1[CH:17]=[N:18][C:19]2[NH:20][C:21]3[CH:22]=[N:23][CH:24]=[C:25]([CH:47]=3)[CH2:26][CH2:27][C:28]3[CH:36]=[C:32]([NH:33][C:34]=1[N:35]=2)[CH:31]=[CH:30][C:29]=3[NH:37][C:38](=[O:46])[CH2:39][CH:40]1[CH2:45][CH2:44][N:43]([C:54](=[O:55])[C:53]2[CH:57]=[CH:58][C:50]([C:48]#[N:49])=[CH:51][CH:52]=2)[CH2:42][CH2:41]1, predict the reactants needed to synthesize it. The reactants are: [F:1][C:2]([F:7])([F:6])[C:3]([OH:5])=[O:4].[F:8][C:9]([F:14])([F:13])[C:10]([OH:12])=[O:11].[Cl:15][C:16]1[CH:17]=[N:18][C:19]2[NH:20][C:21]3[CH:22]=[N:23][CH:24]=[C:25]([CH:47]=3)[CH2:26][CH2:27][C:28]3[CH:36]=[C:32]([NH:33][C:34]=1[N:35]=2)[CH:31]=[CH:30][C:29]=3[NH:37][C:38](=[O:46])[CH2:39][CH:40]1[CH2:45][CH2:44][NH:43][CH2:42][CH2:41]1.[C:48]([C:50]1[CH:58]=[CH:57][C:53]([C:54](Cl)=[O:55])=[CH:52][CH:51]=1)#[N:49]. (6) Given the product [CH3:38][O:37][C:34]1[CH:35]=[CH:36][C:31]([NH:30][C:27]2[CH:26]=[CH:25][C:24]([NH:23][C:20]3[C:21]4[S:22][C:14]([C:5]5[CH:6]=[CH:7][CH:8]=[CH:9][C:4]=5[N+:1]([O-:3])=[O:2])=[CH:15][C:16]=4[N:17]=[CH:18][N:19]=3)=[CH:29][CH:28]=2)=[CH:32][CH:33]=1, predict the reactants needed to synthesize it. The reactants are: [N+:1]([C:4]1[CH:9]=[CH:8][CH:7]=[CH:6][C:5]=1B(O)O)([O-:3])=[O:2].Br[C:14]1[S:22][C:21]2[C:20]([NH:23][C:24]3[CH:29]=[CH:28][C:27]([NH:30][C:31]4[CH:36]=[CH:35][C:34]([O:37][CH3:38])=[CH:33][CH:32]=4)=[CH:26][CH:25]=3)=[N:19][CH:18]=[N:17][C:16]=2[CH:15]=1. (7) Given the product [N:11]1[CH:12]=[CH:13][CH:14]=[C:9]([O:8][CH2:7][CH2:6][CH2:5][CH2:4][CH2:3][CH2:2][NH:1][C:25]([NH:26][C:28]#[N:30])=[N:18][C:19]2[CH:20]=[CH:21][N:22]=[CH:23][CH:24]=2)[CH:10]=1, predict the reactants needed to synthesize it. The reactants are: [NH2:1][CH2:2][CH2:3][CH2:4][CH2:5][CH2:6][CH2:7][O:8][C:9]1[CH:10]=[N:11][CH:12]=[CH:13][CH:14]=1.CSC(=N)[N:18]([C:25]#[N:26])[C:19]1[CH:24]=[CH:23][N:22]=[CH:21][CH:20]=1.[CH2:28]([N:30](CC)CC)C.